Dataset: Catalyst prediction with 721,799 reactions and 888 catalyst types from USPTO. Task: Predict which catalyst facilitates the given reaction. Reactant: [NH2:1][C:2]1[S:3][C:4]([N+:7]([O-:9])=[O:8])=[CH:5][N:6]=1.C(O)(=O)CC.N(OS(=O)(=O)O)=O.[CH:22]([O:24][C:25](=[O:38])[CH2:26][CH2:27][N:28]([CH2:36][CH3:37])[C:29]1[CH:34]=[CH:33][CH:32]=[C:31]([CH3:35])[CH:30]=1)=[CH2:23].S(=O)(=O)(O)[NH2:40]. Product: [CH:22]([O:24][C:25](=[O:38])[CH2:26][CH2:27][N:28]([CH2:36][CH3:37])[C:29]1[CH:34]=[CH:33][C:32]([N:40]=[N:1][C:2]2[S:3][C:4]([N+:7]([O-:9])=[O:8])=[CH:5][N:6]=2)=[C:31]([CH3:35])[CH:30]=1)=[CH2:23]. The catalyst class is: 130.